Predict the reactants needed to synthesize the given product. From a dataset of Full USPTO retrosynthesis dataset with 1.9M reactions from patents (1976-2016). (1) Given the product [C:11]([NH:10][C:4]1[N:5]=[C:6]([S:8][CH3:9])[N:7]=[C:2]([N:14]2[CH2:15][CH2:16][CH:17]([NH:20][C:21](=[O:27])[O:22][C:23]([CH3:25])([CH3:24])[CH3:26])[CH2:18][CH2:19]2)[CH:3]=1)(=[O:13])[CH3:12], predict the reactants needed to synthesize it. The reactants are: Cl[C:2]1[N:7]=[C:6]([S:8][CH3:9])[N:5]=[C:4]([NH:10][C:11](=[O:13])[CH3:12])[CH:3]=1.[NH:14]1[CH2:19][CH2:18][CH:17]([NH:20][C:21](=[O:27])[O:22][C:23]([CH3:26])([CH3:25])[CH3:24])[CH2:16][CH2:15]1. (2) Given the product [CH3:1][O:2][C:3]1[C:4]2[N:15]=[N:16][C:13]3=[C:12]([CH3:14])[N:11]=[CH:10][N:9]3[C:5]=2[N:6]=[CH:7][CH:8]=1, predict the reactants needed to synthesize it. The reactants are: [CH3:1][O:2][C:3]1[CH:8]=[CH:7][N:6]=[C:5]([N:9]2[CH:13]=[C:12]([CH3:14])[N:11]=[CH:10]2)[C:4]=1[NH2:15].[N:16]([O-])=O.[Na+].[OH-].[Na+].